From a dataset of NCI-60 drug combinations with 297,098 pairs across 59 cell lines. Regression. Given two drug SMILES strings and cell line genomic features, predict the synergy score measuring deviation from expected non-interaction effect. (1) Drug 1: CN1CCC(CC1)COC2=C(C=C3C(=C2)N=CN=C3NC4=C(C=C(C=C4)Br)F)OC. Drug 2: C1CCC(CC1)NC(=O)N(CCCl)N=O. Cell line: HCT-15. Synergy scores: CSS=35.3, Synergy_ZIP=6.17, Synergy_Bliss=11.6, Synergy_Loewe=6.41, Synergy_HSA=12.3. (2) Drug 1: CS(=O)(=O)CCNCC1=CC=C(O1)C2=CC3=C(C=C2)N=CN=C3NC4=CC(=C(C=C4)OCC5=CC(=CC=C5)F)Cl. Drug 2: CN(C(=O)NC(C=O)C(C(C(CO)O)O)O)N=O. Cell line: HOP-62. Synergy scores: CSS=-1.59, Synergy_ZIP=1.30, Synergy_Bliss=-0.929, Synergy_Loewe=-3.09, Synergy_HSA=-6.21. (3) Drug 1: CN1C2=C(C=C(C=C2)N(CCCl)CCCl)N=C1CCCC(=O)O.Cl. Drug 2: CC1C(C(CC(O1)OC2CC(CC3=C2C(=C4C(=C3O)C(=O)C5=C(C4=O)C(=CC=C5)OC)O)(C(=O)CO)O)N)O.Cl. Cell line: HCT116. Synergy scores: CSS=41.1, Synergy_ZIP=-0.597, Synergy_Bliss=-2.17, Synergy_Loewe=-36.1, Synergy_HSA=-1.94.